From a dataset of Catalyst prediction with 721,799 reactions and 888 catalyst types from USPTO. Predict which catalyst facilitates the given reaction. (1) Reactant: [CH2:1]([O:3][C:4]([C:6]1[C:7](=[O:26])[C:8]2[CH:13]=[N:12][C:11](S(C)(=O)=O)=[N:10][C:9]=2[N:18]([CH:20]2[CH2:25][CH2:24][CH2:23][CH2:22][CH2:21]2)[CH:19]=1)=[O:5])[CH3:2].[CH3:27][N:28]1[CH2:33][CH2:32][N:31]([C:34]2[CH:39]=[CH:38][C:37]([NH2:40])=[CH:36][CH:35]=2)[CH2:30][CH2:29]1. Product: [CH2:1]([O:3][C:4]([C:6]1[C:7](=[O:26])[C:8]2[CH:13]=[N:12][C:11]([NH:40][C:37]3[CH:36]=[CH:35][C:34]([N:31]4[CH2:30][CH2:29][N:28]([CH3:27])[CH2:33][CH2:32]4)=[CH:39][CH:38]=3)=[N:10][C:9]=2[N:18]([CH:20]2[CH2:25][CH2:24][CH2:23][CH2:22][CH2:21]2)[CH:19]=1)=[O:5])[CH3:2]. The catalyst class is: 41. (2) Reactant: [F:1][C:2]1[CH:7]=[CH:6][C:5]([C:8](=[O:10])[CH3:9])=[C:4]([OH:11])[CH:3]=1.S(Cl)([Cl:15])(=O)=O.O. The catalyst class is: 15. Product: [Cl:15][C:7]1[C:2]([F:1])=[CH:3][C:4]([OH:11])=[C:5]([C:8](=[O:10])[CH3:9])[CH:6]=1.[Cl:15][C:3]1[C:4]([OH:11])=[C:5]([C:8](=[O:10])[CH3:9])[CH:6]=[CH:7][C:2]=1[F:1].